From a dataset of Full USPTO retrosynthesis dataset with 1.9M reactions from patents (1976-2016). Predict the reactants needed to synthesize the given product. (1) Given the product [Br-:22].[CH2:1]([C:3]([C:12]1[CH:17]=[CH:16][C:15]([CH3:18])=[C:14]([CH3:20])[CH:13]=1)([C:6]1[S:7][CH:8]=[C:9]([CH3:11])[CH:10]=1)[CH2:4][CH3:5])[CH3:2], predict the reactants needed to synthesize it. The reactants are: [CH2:1]([C:3]([C:12]1[CH:17]=[CH:16][C:15]([CH2:18]O)=[C:14]([CH3:20])[CH:13]=1)([C:6]1[S:7][CH:8]=[C:9]([CH3:11])[CH:10]=1)[CH2:4][CH3:5])[CH3:2].P(Br)(Br)[Br:22]. (2) Given the product [N:15]1[CH:16]=[CH:17][CH:18]=[C:13]([CH2:12][O:11][C:10](=[O:19])[NH:9][CH2:8][C:7]2[CH:20]=[CH:21][C:4]([C:2]([NH:1][C:38]3[C:37]([NH:29][C:27]([O:26][C:22]([CH3:25])([CH3:24])[CH3:23])=[O:28])=[CH:42][CH:41]=[C:40]([C:43]4[CH:44]=[CH:45][CH:46]=[CH:47][CH:48]=4)[N:39]=3)=[O:3])=[CH:5][CH:6]=2)[CH:14]=1, predict the reactants needed to synthesize it. The reactants are: [NH2:1][C:2]([C:4]1[CH:21]=[CH:20][C:7]([CH2:8][NH:9][C:10](=[O:19])[O:11][CH2:12][C:13]2[CH:14]=[N:15][CH:16]=[CH:17][CH:18]=2)=[CH:6][CH:5]=1)=[O:3].[C:22]([O:26][C:27]([N:29]([C:37]1[C:38](Cl)=[N:39][C:40]([C:43]2[CH:48]=[CH:47][CH:46]=[CH:45][CH:44]=2)=[CH:41][CH:42]=1)C(OC(C)(C)C)=O)=[O:28])([CH3:25])([CH3:24])[CH3:23].CC1(C)C2C(=C(P(C3C=CC=CC=3)C3C=CC=CC=3)C=CC=2)OC2C(P(C3C=CC=CC=3)C3C=CC=CC=3)=CC=CC1=2.P([O-])([O-])([O-])=O.[K+].[K+].[K+]. (3) Given the product [CH3:5][C@H:6]1[CH2:23][C@@:21]2([CH3:22])[C@@H:17]([CH2:18][CH2:19][C@@H:20]2[OH:24])[C@H:16]2[C@H:7]1[C:8]1[CH2:9][CH2:10][C:11](=[O:31])[CH2:12][C:13]=1[CH2:14][CH2:15]2, predict the reactants needed to synthesize it. The reactants are: [Li].N.[Li].N.[CH3:5][C@H:6]1[CH2:23][C@@:21]2([CH3:22])[C@@H:17]([CH2:18][CH2:19][C@@H:20]2[OH:24])[C@H:16]2[C:7]1=[C:8]1[C:13]([CH2:14][CH2:15]2)=[CH:12][CH2:11][CH2:10][CH2:9]1.[Cl-].[NH4+].C([OH:31])(C)(C)C. (4) Given the product [CH2:15]([N:3]([CH2:1][CH3:2])[CH2:4][CH2:5][CH2:6][O:7][C:8]1[CH:9]=[CH:10][C:11]([NH:14][CH:28]=[C:21]2[C:20]3[C:24](=[CH:25][CH:26]=[C:18]([F:17])[CH:19]=3)[NH:23][C:22]2=[O:27])=[CH:12][CH:13]=1)[CH3:16], predict the reactants needed to synthesize it. The reactants are: [CH2:1]([N:3]([CH2:15][CH3:16])[CH2:4][CH2:5][CH2:6][O:7][C:8]1[CH:13]=[CH:12][C:11]([NH2:14])=[CH:10][CH:9]=1)[CH3:2].[F:17][C:18]1[CH:19]=[C:20]2[C:24](=[CH:25][CH:26]=1)[NH:23][C:22](=[O:27])[C:21]2=[CH:28]O.